The task is: Predict the product of the given reaction.. This data is from Forward reaction prediction with 1.9M reactions from USPTO patents (1976-2016). Given the reactants Cl[C:2]1[N:3]=[C:4]([N:15]2[CH2:20][CH2:19][O:18][CH2:17][CH2:16]2)[C:5]2[S:10][C:9]([C:11]([NH2:14])([CH3:13])[CH3:12])=[CH:8][C:6]=2[N:7]=1.CCN(CC)CC.[C:28](Cl)(=[O:37])[C:29]1[CH:34]=[CH:33][CH:32]=[C:31]([O:35][CH3:36])[CH:30]=1.CC1(C)C(C)(C)OB([C:47]2[CH:55]=[CH:54][CH:53]=[C:52]3[C:48]=2[CH:49]=[N:50][NH:51]3)O1, predict the reaction product. The product is: [NH:51]1[C:52]2[C:48](=[C:47]([C:2]3[N:3]=[C:4]([N:15]4[CH2:20][CH2:19][O:18][CH2:17][CH2:16]4)[C:5]4[S:10][C:9]([C:11]([NH:14][C:28](=[O:37])[C:29]5[CH:34]=[CH:33][CH:32]=[C:31]([O:35][CH3:36])[CH:30]=5)([CH3:13])[CH3:12])=[CH:8][C:6]=4[N:7]=3)[CH:55]=[CH:54][CH:53]=2)[CH:49]=[N:50]1.